From a dataset of NCI-60 drug combinations with 297,098 pairs across 59 cell lines. Regression. Given two drug SMILES strings and cell line genomic features, predict the synergy score measuring deviation from expected non-interaction effect. Drug 2: C1CC(CNC1)C2=CC=C(C=C2)N3C=C4C=CC=C(C4=N3)C(=O)N. Drug 1: CC1=C2C(C(=O)C3(C(CC4C(C3C(C(C2(C)C)(CC1OC(=O)C(C(C5=CC=CC=C5)NC(=O)C6=CC=CC=C6)O)O)OC(=O)C7=CC=CC=C7)(CO4)OC(=O)C)O)C)OC(=O)C. Cell line: SW-620. Synergy scores: CSS=59.4, Synergy_ZIP=-1.34, Synergy_Bliss=-2.95, Synergy_Loewe=-0.384, Synergy_HSA=3.52.